Dataset: Experimentally validated miRNA-target interactions with 360,000+ pairs, plus equal number of negative samples. Task: Binary Classification. Given a miRNA mature sequence and a target amino acid sequence, predict their likelihood of interaction. The miRNA is hsa-miR-548j-5p with sequence AAAAGUAAUUGCGGUCUUUGGU. The protein sequence of the target gene is MMKTLSSGNCTLNVPAKNSYRMVVLGASRVGKSSIVSRFLNGRFEDQYTPTIEDFHRKVYNIHGDMYQLDILDTSGNHPFPAMRRLSILTGDVFILVFSLDSRESFDEVKRLQKQILEVKSCLKNKTKEAAELPMVICGNKNDHSELCRQVPAMEAELLVSGDENCAYFEVSAKKNTNVNEMFYVLFSMAKLPHEMSPALHHKISVQYGDAFHPRPFCMRRTKVAGAYGMVSPFARRPSVNSDLKYIKAKVLREGQARERDKCSIQ. Result: 0 (no interaction).